Dataset: Experimentally validated miRNA-target interactions with 360,000+ pairs, plus equal number of negative samples. Task: Binary Classification. Given a miRNA mature sequence and a target amino acid sequence, predict their likelihood of interaction. (1) The miRNA is hsa-miR-31-5p with sequence AGGCAAGAUGCUGGCAUAGCU. The protein sequence of the target gene is MNLPRAERLRSTPQRSLRDSDGEDGKIDVLGEEEDEDEEEAASQQFLEQSLQPGLQVARWGGVALPREHIEGGGGPSDPSEFGTEFRAPPRSAAASEDARQPAKPPSSYIALITMAILQSPHKRLTLSGICAFISDRFPYYRRKFPAWQNSIRHNLSLNDCFVKIPREPGRPGKGNYWSLDPASQDMFDNGSFLRRRKRFQRHQPTPGAHLPHPFPLPAAHAALHNPRPGPLLGAPAPPQPVPGAYPNTGPGRRPYALLHPHPPRYLLLSAPAYAGAPKKAEGADLATPAPFPCCSPHLV.... Result: 1 (interaction). (2) The miRNA is cel-miR-245-3p with sequence AUUGGUCCCCUCCAAGUAGCUC. The protein sequence of the target gene is MAGPGPGAALESPRQLLGRVRFLAEAARSLRAGLPLPAALAFVPREVLYKLYKDPAGPSRVLLPVWEAEGLGLRVGAVGAAPGTGSGPLRAARDSIELRRGACVRTTGEELCNGHGLWVKLTKEQLAEHLSDCSLDEGWLLVCRPAEGGARLVPIDTPDHLQRQQQLFGVDYRPVLRWEQVVDLTYSHRLGSRPQPAEAYTEAIQRLLYVPPTWTYECDEDLIHFLYDHLGKEDENLGSVKQYVESIDVSSYTEEFNVSCLTDSNADTYWESDGSQCQHWVRLTMKKGTIVKKLLLTVDT.... Result: 0 (no interaction). (3) The miRNA is hsa-miR-3925-3p with sequence ACUCCAGUUUUAGUUCUCUUG. The protein sequence of the target gene is MAGTKNKTRAQAKTEKKAAIQAKAGAEREATGVVRPVAKTRAKAKAKTGSKTDAVAEMKAVSKNKVVAETKEGALSEPKTLGKAMGDFTPKAGNESTSSTCKNEAGTDAWFWAGEEATINSWFWNGEEAGNSFSTKNDKPEIGAQVCAEELEPAAGADCKPRSGAEEEEEENVIGNWFWEGDDTSFDPNPKPVSRIVKPQPVYEINEKNRPKDWSEVTIWPNAPAVTPAVLGFRSQAPSEASPPSYIVLASAEENACSLPVATACRPSRNTRSCSQPIPECRFDSDPCIQTIDEIRRQIR.... Result: 0 (no interaction). (4) The miRNA is hsa-miR-6830-5p with sequence CCAAGGAAGGAGGCUGGACAUC. The protein sequence of the target gene is MDNARMNSFLEYPILSSGDSGTCSARAYPSDHRITTFQSCAVSANSCGGDDRFLVGRGVQIGSPHHHHHHHHHHPQPATYQTSGNLGVSYSHSSCGPSYGSQNFSAPYSPYALNQEADVSGGYPQCAPAVYSGNLSSPMVQHHHHHQGYAGGAVGSPQYIHHSYGQEHQSLALATYNNSLSPLHASHQEACRSPASETSSPAQTFDWMKVKRNPPKTGKVGEYGYLGQPNAVRTNFTTKQLTELEKEFHFNKYLTRARRVEIAASLQLNETQVKIWFQNRRMKQKKREKEGLLPISPATP.... Result: 1 (interaction).